This data is from Aqueous solubility values for 9,982 compounds from the AqSolDB database. The task is: Regression/Classification. Given a drug SMILES string, predict its absorption, distribution, metabolism, or excretion properties. Task type varies by dataset: regression for continuous measurements (e.g., permeability, clearance, half-life) or binary classification for categorical outcomes (e.g., BBB penetration, CYP inhibition). For this dataset (solubility_aqsoldb), we predict Y. (1) The molecule is CNC(=O)/C(C#N)=c1\[nH]c(=C2C(=O)NC(=O)NC2=O)c2ccccc12. The Y is -7.53 log mol/L. (2) The compound is O=C(O)c1cc(O)c(O)c(OC(=O)c2cc(O)c(O)c(O)c2)c1. The Y is -2.81 log mol/L. (3) The drug is O=C(NC(=O)c1ccccc1)c1ccccc1. The Y is -2.27 log mol/L. (4) The compound is CNC(=O)NC. The Y is 0.939 log mol/L. (5) The compound is CC(=O)NS(=O)(=O)c1ccc(N)cc1. The Y is -1.41 log mol/L. (6) The molecule is NS(=O)(=O)c1cc(C(=O)c2ccc(O)cc2)cs1. The Y is -2.86 log mol/L. (7) The molecule is O=C(O)C(=O)[C@@H](O)[C@H](O)[C@@H](O)CO. The Y is 0.237 log mol/L.